Dataset: Full USPTO retrosynthesis dataset with 1.9M reactions from patents (1976-2016). Task: Predict the reactants needed to synthesize the given product. (1) Given the product [N:1]1([CH2:5][CH2:6][N:7]2[CH:11]=[C:10]([C:12]3[CH:17]=[CH:16][C:15]([F:18])=[C:14]([C:19]([F:20])([F:22])[F:21])[CH:13]=3)[N:9]=[C:8]2[CH:23]2[CH2:24][CH2:25][N:26]([C:29]3[N:34]=[CH:33][N:32]=[C:31]([NH2:35])[C:30]=3[C:36]3[CH:40]=[CH:42][NH:38][CH:37]=3)[CH2:27][CH2:28]2)[CH2:4][CH2:3][CH2:2]1, predict the reactants needed to synthesize it. The reactants are: [N:1]1([CH2:5][CH2:6][N:7]2[CH:11]=[C:10]([C:12]3[CH:17]=[CH:16][C:15]([F:18])=[C:14]([C:19]([F:22])([F:21])[F:20])[CH:13]=3)[N:9]=[C:8]2[CH:23]2[CH2:28][CH2:27][N:26]([C:29]3[N:34]=[CH:33][N:32]=[C:31]([NH2:35])[C:30]=3[C:36]3[CH:37]=[N:38]N[CH:40]=3)[CH2:25][CH2:24]2)[CH2:4][CH2:3][CH2:2]1.N1C=CC(B(O)O)=[CH:42]1.CC1(C)C(C)(C)OB(C2C=NN(C(OC(C)(C)C)=O)C=2)O1. (2) Given the product [Cl:27][C:4]1[C:5]2[S:10][C:9]3[CH2:11][CH2:12][CH2:13][CH2:14][C:8]=3[C:6]=2[N:7]=[C:2]([NH2:1])[N:3]=1, predict the reactants needed to synthesize it. The reactants are: [NH2:1][C:2]1[NH:7][C:6]2[C:8]3[CH2:14][CH2:13][CH2:12][CH2:11][C:9]=3[S:10][C:5]=2[C:4](=O)[N:3]=1.CN(C)C1C=CC=CC=1.O=P(Cl)(Cl)[Cl:27]. (3) Given the product [F:44][C:41]1[CH:42]=[CH:43][C:38]([CH2:37][C@@H:33]2[CH2:34][CH2:35][CH2:36][N:31]([CH2:30][C@H:10]3[C@H:11]([NH:14][C:15]([NH:17][C:18]4[CH:23]=[CH:22][CH:21]=[C:20]([C:24]5[N:28]([CH3:29])[N:27]=[N:26][N:25]=5)[CH:19]=4)=[O:16])[CH2:12][CH2:13][NH:8][CH2:9]3)[CH2:32]2)=[CH:39][CH:40]=1, predict the reactants needed to synthesize it. The reactants are: C(OC([N:8]1[CH2:13][CH2:12][C@@H:11]([NH:14][C:15]([NH:17][C:18]2[CH:23]=[CH:22][CH:21]=[C:20]([C:24]3[N:28]([CH3:29])[N:27]=[N:26][N:25]=3)[CH:19]=2)=[O:16])[C@H:10]([CH2:30][N:31]2[CH2:36][CH2:35][CH2:34][C@@H:33]([CH2:37][C:38]3[CH:43]=[CH:42][C:41]([F:44])=[CH:40][CH:39]=3)[CH2:32]2)[CH2:9]1)=O)(C)(C)C.FC(F)(F)C(O)=O.